From a dataset of CYP2C9 substrate classification data from Carbon-Mangels et al.. Regression/Classification. Given a drug SMILES string, predict its absorption, distribution, metabolism, or excretion properties. Task type varies by dataset: regression for continuous measurements (e.g., permeability, clearance, half-life) or binary classification for categorical outcomes (e.g., BBB penetration, CYP inhibition). Dataset: cyp2c9_substrate_carbonmangels. The compound is O=C1NCCN1CCN1CCC(c2cn(-c3ccc(F)cc3)c3ccc(Cl)cc23)CC1. The result is 0 (non-substrate).